This data is from NCI-60 drug combinations with 297,098 pairs across 59 cell lines. The task is: Regression. Given two drug SMILES strings and cell line genomic features, predict the synergy score measuring deviation from expected non-interaction effect. (1) Cell line: MCF7. Synergy scores: CSS=7.20, Synergy_ZIP=-1.49, Synergy_Bliss=0.610, Synergy_Loewe=-2.55, Synergy_HSA=-0.499. Drug 2: CN(C(=O)NC(C=O)C(C(C(CO)O)O)O)N=O. Drug 1: C1=NC(=NC(=O)N1C2C(C(C(O2)CO)O)O)N. (2) Drug 1: CC1C(C(=O)NC(C(=O)N2CCCC2C(=O)N(CC(=O)N(C(C(=O)O1)C(C)C)C)C)C(C)C)NC(=O)C3=C4C(=C(C=C3)C)OC5=C(C(=O)C(=C(C5=N4)C(=O)NC6C(OC(=O)C(N(C(=O)CN(C(=O)C7CCCN7C(=O)C(NC6=O)C(C)C)C)C)C(C)C)C)N)C. Drug 2: CC1=C2C(C(=O)C3(C(CC4C(C3C(C(C2(C)C)(CC1OC(=O)C(C(C5=CC=CC=C5)NC(=O)C6=CC=CC=C6)O)O)OC(=O)C7=CC=CC=C7)(CO4)OC(=O)C)O)C)OC(=O)C. Cell line: OVCAR-8. Synergy scores: CSS=12.6, Synergy_ZIP=9.73, Synergy_Bliss=14.6, Synergy_Loewe=-4.75, Synergy_HSA=5.68. (3) Drug 1: C1=NC2=C(N1)C(=S)N=C(N2)N. Drug 2: C#CCC(CC1=CN=C2C(=N1)C(=NC(=N2)N)N)C3=CC=C(C=C3)C(=O)NC(CCC(=O)O)C(=O)O. Cell line: COLO 205. Synergy scores: CSS=11.7, Synergy_ZIP=-5.18, Synergy_Bliss=-8.16, Synergy_Loewe=-8.65, Synergy_HSA=-9.08. (4) Drug 1: CCC1=C2CN3C(=CC4=C(C3=O)COC(=O)C4(CC)O)C2=NC5=C1C=C(C=C5)O. Drug 2: C1CN1C2=NC(=NC(=N2)N3CC3)N4CC4. Cell line: BT-549. Synergy scores: CSS=25.2, Synergy_ZIP=-7.03, Synergy_Bliss=-1.62, Synergy_Loewe=-1.01, Synergy_HSA=2.41. (5) Synergy scores: CSS=26.5, Synergy_ZIP=0.146, Synergy_Bliss=3.24, Synergy_Loewe=-50.5, Synergy_HSA=2.84. Drug 2: C1CN(P(=O)(OC1)NCCCl)CCCl. Drug 1: COC1=CC(=CC(=C1O)OC)C2C3C(COC3=O)C(C4=CC5=C(C=C24)OCO5)OC6C(C(C7C(O6)COC(O7)C8=CC=CS8)O)O. Cell line: KM12. (6) Drug 1: CC1C(C(CC(O1)OC2CC(CC3=C2C(=C4C(=C3O)C(=O)C5=C(C4=O)C(=CC=C5)OC)O)(C(=O)C)O)N)O.Cl. Drug 2: CC(C)NC(=O)C1=CC=C(C=C1)CNNC.Cl. Cell line: M14. Synergy scores: CSS=15.1, Synergy_ZIP=2.50, Synergy_Bliss=8.30, Synergy_Loewe=-9.83, Synergy_HSA=3.74. (7) Synergy scores: CSS=89.8, Synergy_ZIP=1.42, Synergy_Bliss=1.26, Synergy_Loewe=0.439, Synergy_HSA=4.33. Cell line: MOLT-4. Drug 1: CC(CN1CC(=O)NC(=O)C1)N2CC(=O)NC(=O)C2. Drug 2: C1=CN(C(=O)N=C1N)C2C(C(C(O2)CO)O)O.Cl.